This data is from Full USPTO retrosynthesis dataset with 1.9M reactions from patents (1976-2016). The task is: Predict the reactants needed to synthesize the given product. (1) Given the product [Cl:14][C:15]1[N:20]=[C:19]([N:8]([CH:9]([CH3:11])[CH3:10])[S:5]([CH2:4][CH:1]2[CH2:2][CH2:3]2)(=[O:7])=[O:6])[CH:18]=[CH:17][N:16]=1, predict the reactants needed to synthesize it. The reactants are: [CH:1]1([CH2:4][S:5]([NH:8][CH:9]([CH3:11])[CH3:10])(=[O:7])=[O:6])[CH2:3][CH2:2]1.[H-].[Na+].[Cl:14][C:15]1[N:20]=[C:19](Cl)[CH:18]=[CH:17][N:16]=1.[NH4+].[Cl-]. (2) Given the product [C:19]([C:12]([S:36][C:34]([S:33][CH2:21][CH2:22][CH2:23][CH2:24][CH2:25][CH2:26][CH2:27][CH2:28][CH2:29][CH2:30][CH2:31][CH3:32])=[S:35])([CH3:18])[CH2:13][CH2:14][C:15]([OH:17])=[O:16])#[N:20], predict the reactants needed to synthesize it. The reactants are: N([C:12]([C:19]#[N:20])([CH3:18])[CH2:13][CH2:14][C:15]([OH:17])=[O:16])=N[C:12]([C:19]#[N:20])([CH3:18])[CH2:13][CH2:14][C:15]([OH:17])=[O:16].[CH2:21]([S:33][C:34]([S:36][S:36][C:34]([S:33][CH2:21][CH2:22][CH2:23][CH2:24][CH2:25][CH2:26][CH2:27][CH2:28][CH2:29][CH2:30][CH2:31][CH3:32])=[S:35])=[S:35])[CH2:22][CH2:23][CH2:24][CH2:25][CH2:26][CH2:27][CH2:28][CH2:29][CH2:30][CH2:31][CH3:32].